From a dataset of Reaction yield outcomes from USPTO patents with 853,638 reactions. Predict the reaction yield, written as a fraction of the theoretical maximum amount of product (1.0 means a 100% yield; for example, 0.34 means a 34% yield). (1) The reactants are Br[C:2]1[CH:7]=[CH:6][C:5](/[CH:8]=[CH:9]/[S:10]([NH:13][C:14]2[CH:19]=[CH:18][CH:17]=[CH:16][C:15]=2[S:20]([NH2:23])(=[O:22])=[O:21])(=[O:12])=[O:11])=[CH:4][CH:3]=1.[C:24]1(B(O)O)[CH2:28][CH2:27][CH2:26][CH:25]=1.C(=O)([O-])[O-].[Na+].[Na+]. The catalyst is CN(C)C=O.O1CCCC1.Cl[Pd]Cl.C1(P(C2C=CC=CC=2)[C-]2C=CC=C2)C=CC=CC=1.[C-]1(P(C2C=CC=CC=2)C2C=CC=CC=2)C=CC=C1.[Fe+2]. The product is [C:24]1([C:2]2[CH:7]=[CH:6][C:5](/[CH:8]=[CH:9]/[S:10]([NH:13][C:14]3[CH:19]=[CH:18][CH:17]=[CH:16][C:15]=3[S:20]([NH2:23])(=[O:22])=[O:21])(=[O:12])=[O:11])=[CH:4][CH:3]=2)[CH2:28][CH2:27][CH2:26][CH:25]=1. The yield is 0.690. (2) The reactants are Cl.O.[NH:3]1[CH2:8][CH2:7][C:6](=[O:9])[CH2:5][CH2:4]1.C(N(CC)CC)C.[CH2:17]([O:19][C:20]([CH2:22][CH2:23][C:24](Cl)=[O:25])=[O:21])[CH3:18]. The catalyst is C(Cl)Cl. The product is [CH2:17]([O:19][C:20]([CH2:22][CH2:23][C:24]([N:3]1[CH2:8][CH2:7][C:6](=[O:9])[CH2:5][CH2:4]1)=[O:25])=[O:21])[CH3:18]. The yield is 0.330. (3) The reactants are C([O:5][C:6]([N:8]1[CH2:12][CH2:11][C@H:10]([O:13][C:14]2[CH:15]=[CH:16][C:17]3[O:22][CH2:21][CH2:20][N:19]([C:23]4[CH:24]=[N:25][C:26]([O:32][CH3:33])=[C:27]([CH:29]([F:31])[F:30])[CH:28]=4)[C:18]=3[C:34]=2[CH3:35])[CH2:9]1)=O)(C)(C)C.C(O)(C(F)(F)F)=O.[O:43]=[S:44]1(=[O:53])[CH2:49][CH2:48][CH:47](C(O)=O)[CH2:46][CH2:45]1.CCN(CC)CC.C(Cl)CCl.C1C=CC2N(O)N=NC=2C=1. The catalyst is C(Cl)Cl. The product is [F:31][CH:29]([F:30])[C:27]1[CH:28]=[C:23]([N:19]2[C:18]3[C:34]([CH3:35])=[C:14]([O:13][C@H:10]4[CH2:11][CH2:12][N:8]([C:6]([CH:47]5[CH2:48][CH2:49][S:44](=[O:53])(=[O:43])[CH2:45][CH2:46]5)=[O:5])[CH2:9]4)[CH:15]=[CH:16][C:17]=3[O:22][CH2:21][CH2:20]2)[CH:24]=[N:25][C:26]=1[O:32][CH3:33]. The yield is 0.300. (4) The reactants are Br[CH2:2][CH2:3][O:4][C:5]1[CH:20]=[CH:19][C:8]([O:9][C:10]2[S:11][C:12]3[C:13]([N:18]=2)=[N:14][CH:15]=[CH:16][CH:17]=3)=[CH:7][CH:6]=1.[NH:21]1[CH2:26][CH2:25][CH:24]([O:27][C:28]2[N:33]=[CH:32][CH:31]=[CH:30][N:29]=2)[CH2:23][CH2:22]1.C(N(CC)C(C)C)(C)C. The catalyst is CC#N. The product is [N:29]1[CH:30]=[CH:31][CH:32]=[N:33][C:28]=1[O:27][CH:24]1[CH2:25][CH2:26][N:21]([CH2:2][CH2:3][O:4][C:5]2[CH:20]=[CH:19][C:8]([O:9][C:10]3[S:11][C:12]4[C:13]([N:18]=3)=[N:14][CH:15]=[CH:16][CH:17]=4)=[CH:7][CH:6]=2)[CH2:22][CH2:23]1. The yield is 0.380. (5) The reactants are [Br:1][CH2:2][CH2:3][CH2:4][CH2:5][CH2:6][CH2:7][CH2:8][CH2:9]C=O.[CH3:12][O:13][CH:14](OC)[O:15][CH3:16].Cl. The catalyst is O1CCOCC1.C(=O)(O)[O-].[Na+].CO. The product is [Br:1][CH2:2][CH2:3][CH2:4][CH2:5][CH2:6][CH2:7][CH2:8][CH2:9][CH:14]([O:15][CH3:16])[O:13][CH3:12]. The yield is 0.970. (6) The reactants are [CH2:1]([C:3]1[C:8](=[O:9])[NH:7][C:6]([CH3:10])=[C:5]([C:11]2[O:15][C:14]([S:16]([Cl:19])(=[O:18])=[O:17])=[CH:13][CH:12]=2)[CH:4]=1)[CH3:2].[N:20]1([CH2:26][CH2:27][NH2:28])[CH2:25][CH2:24][O:23][CH2:22][CH2:21]1. No catalyst specified. The product is [ClH:19].[N:20]1([CH2:26][CH2:27][NH:28][S:16]([C:14]2[O:15][C:11]([C:5]3[CH:4]=[C:3]([CH2:1][CH3:2])[C:8](=[O:9])[NH:7][C:6]=3[CH3:10])=[CH:12][CH:13]=2)(=[O:18])=[O:17])[CH2:25][CH2:24][O:23][CH2:22][CH2:21]1. The yield is 0.510. (7) The reactants are [N:1]1[C:10]2[C:5](=[CH:6][CH:7]=[CH:8][CH:9]=2)[CH:4]=[CH:3][C:2]=1[CH2:11][O:12][C:13]1[CH:18]=[CH:17][C:16]([CH2:19][C:20]([O:22]CC)=[O:21])=[CH:15][CH:14]=1.C1COCC1.O[Li].O.Cl. The catalyst is CO. The product is [N:1]1[C:10]2[C:5](=[CH:6][CH:7]=[CH:8][CH:9]=2)[CH:4]=[CH:3][C:2]=1[CH2:11][O:12][C:13]1[CH:14]=[CH:15][C:16]([CH2:19][C:20]([OH:22])=[O:21])=[CH:17][CH:18]=1. The yield is 0.950.